The task is: Predict the product of the given reaction.. This data is from Forward reaction prediction with 1.9M reactions from USPTO patents (1976-2016). Given the reactants Cl[C:2]1[N:6]2[CH:7]=[C:8]([F:11])[CH:9]=[CH:10][C:5]2=[N:4][N:3]=1.[OH:12][CH2:13][C@H:14]1[CH2:18][CH2:17][NH:16][CH2:15]1, predict the reaction product. The product is: [F:11][C:8]1[CH:9]=[CH:10][C:5]2[N:6]([C:2]([N:16]3[CH2:17][CH2:18][C@H:14]([CH2:13][OH:12])[CH2:15]3)=[N:3][N:4]=2)[CH:7]=1.